From a dataset of Forward reaction prediction with 1.9M reactions from USPTO patents (1976-2016). Predict the product of the given reaction. (1) Given the reactants [CH3:1][C:2]1[N:6]([CH:7]([CH3:9])[CH3:8])[C:5]([C:10]2[CH:15]=[CH:14][N:13]=[C:12]([NH:16][CH:17]3[CH2:22][CH2:21][CH:20]([NH2:23])[CH2:19][CH2:18]3)[N:11]=2)=[CH:4][N:3]=1.[CH3:24][CH2:25][N:26]([CH:30]([CH3:32])C)[CH:27]([CH3:29])C.ClCC[S:36](Cl)(=[O:38])=[O:37].N1CCCC1, predict the reaction product. The product is: [CH3:1][C:2]1[N:6]([CH:7]([CH3:9])[CH3:8])[C:5]([C:10]2[CH:15]=[CH:14][N:13]=[C:12]([NH:16][CH:17]3[CH2:18][CH2:19][CH:20]([NH:23][S:36]([CH2:24][CH2:25][N:26]4[CH2:27][CH2:29][CH2:32][CH2:30]4)(=[O:38])=[O:37])[CH2:21][CH2:22]3)[N:11]=2)=[CH:4][N:3]=1. (2) Given the reactants [Br:1][C:2]1[C:3]2[N:4]([C:8](I)=[C:9]([CH:11]3[CH2:13][CH2:12]3)[N:10]=2)[CH:5]=[CH:6][CH:7]=1.[F:15][C:16]1[CH:17]=[CH:18][C:19]2=[C:20]([CH:36]=1)[O:21][CH2:22][C:23]1[CH:33]=[C:32]([CH:34]=[O:35])[CH:31]=[CH:30][C:24]=1/[C:25]/2=[C:26](/[CH3:29])\[C:27]#[N:28], predict the reaction product. The product is: [Br:1][C:2]1[C:3]2[N:4]([C:8]([CH:34]([OH:35])[C:32]3[CH:31]=[CH:30][C:24]4/[C:25](=[C:26](/[CH3:29])\[C:27]#[N:28])/[C:19]5[CH:18]=[CH:17][C:16]([F:15])=[CH:36][C:20]=5[O:21][CH2:22][C:23]=4[CH:33]=3)=[C:9]([CH:11]3[CH2:13][CH2:12]3)[N:10]=2)[CH:5]=[CH:6][CH:7]=1. (3) Given the reactants [S-2:1].[Na+:2].[Na+].[SH-].[Na+].[C:6]([Cl:15])(=[O:14])[CH2:7][CH2:8][CH2:9][CH2:10][CH2:11][CH2:12][CH3:13], predict the reaction product. The product is: [S-2:1].[Na+:2].[Na+:2].[C:6]([O-:14])(=[S:1])[CH2:7][CH2:8][CH2:9][CH2:10][CH2:11][CH2:12][CH3:13].[Na+:2].[Cl-:15].[Na+:2]. (4) Given the reactants Br[C:2]1[N:7]=[N:6][C:5]([NH2:8])=[N:4][C:3]=1[C:9]1[CH:14]=[CH:13][CH:12]=[CH:11][CH:10]=1.[CH3:15][C:16]1[CH:17]=[C:18](B(O)O)[CH:19]=[C:20]([CH3:22])[CH:21]=1, predict the reaction product. The product is: [CH3:15][C:16]1[CH:17]=[C:18]([C:2]2[N:7]=[N:6][C:5]([NH2:8])=[N:4][C:3]=2[C:9]2[CH:14]=[CH:13][CH:12]=[CH:11][CH:10]=2)[CH:19]=[C:20]([CH3:22])[CH:21]=1. (5) The product is: [NH2:10][C:5]1[C:6]([C:8]#[N:9])=[N:7][C:2]([Cl:1])=[CH:3][CH:4]=1. Given the reactants [Cl:1][C:2]1[N:7]=[C:6]([C:8]#[N:9])[C:5]([N+:10]([O-])=O)=[CH:4][CH:3]=1.C(O)(=O)C.[O-]S(S([O-])=O)=O.[Na+].[Na+].O=P12OP3(OP(OP(O3)(O1)=O)(=O)O2)=O, predict the reaction product. (6) Given the reactants [Cl:1][C:2]1[CH:3]=[C:4]([NH:17][C:18]2[C:19]3[S:26][C:25]([C:27]#[C:28][C@H:29]4[CH2:33][O:32]C(C)(C)[N:30]4C(OC(C)(C)C)=O)=[CH:24][C:20]=3[N:21]=[CH:22][N:23]=2)[CH:5]=[CH:6][C:7]=1[O:8][CH2:9][C:10]1[CH:15]=[CH:14][CH:13]=[C:12]([F:16])[CH:11]=1.FC(F)(F)C(O)=O, predict the reaction product. The product is: [NH2:30][C@@H:29]([C:28]#[C:27][C:25]1[S:26][C:19]2[C:18]([NH:17][C:4]3[CH:5]=[CH:6][C:7]([O:8][CH2:9][C:10]4[CH:15]=[CH:14][CH:13]=[C:12]([F:16])[CH:11]=4)=[C:2]([Cl:1])[CH:3]=3)=[N:23][CH:22]=[N:21][C:20]=2[CH:24]=1)[CH2:33][OH:32]. (7) Given the reactants [O:1]=[C:2]1[C:6]2([CH2:11][CH2:10][N:9]([C:12]([O:14][C:15]([CH3:18])([CH3:17])[CH3:16])=[O:13])[CH2:8][CH2:7]2)[CH2:5][CH2:4][NH:3]1.I[CH3:20].[H-].[Na+], predict the reaction product. The product is: [CH3:20][N:3]1[CH2:4][CH2:5][C:6]2([CH2:11][CH2:10][N:9]([C:12]([O:14][C:15]([CH3:18])([CH3:17])[CH3:16])=[O:13])[CH2:8][CH2:7]2)[C:2]1=[O:1].